Dataset: Full USPTO retrosynthesis dataset with 1.9M reactions from patents (1976-2016). Task: Predict the reactants needed to synthesize the given product. (1) Given the product [NH2:26][C:23]1[CH:24]=[CH:25][C:20]([N:19]2[C:15]([C:7]3[CH:8]=[C:9]([C:11]([CH3:12])([CH3:13])[CH3:14])[CH:10]=[C:5]([C:1]([CH3:4])([CH3:3])[CH3:2])[CH:6]=3)=[CH:16][C:17]([C:29]3[CH:30]=[CH:31][C:32]([C:33]([O:35][CH3:36])=[O:34])=[CH:37][CH:38]=3)=[N:18]2)=[CH:21][CH:22]=1, predict the reactants needed to synthesize it. The reactants are: [C:1]([C:5]1[CH:6]=[C:7]([C:15]2[N:19]([C:20]3[CH:25]=[CH:24][C:23]([N+:26]([O-])=O)=[CH:22][CH:21]=3)[N:18]=[C:17]([C:29]3[CH:38]=[CH:37][C:32]([C:33]([O:35][CH3:36])=[O:34])=[CH:31][CH:30]=3)[CH:16]=2)[CH:8]=[C:9]([C:11]([CH3:14])([CH3:13])[CH3:12])[CH:10]=1)([CH3:4])([CH3:3])[CH3:2].[Cl-].[NH4+]. (2) Given the product [Br:21][C:14]1[C:13]2[C:8](=[CH:9][CH:10]=[CH:11][CH:12]=2)[C:7]([C:1]2[CH:2]=[CH:3][CH:4]=[CH:5][CH:6]=2)=[C:20]2[C:15]=1[CH:16]=[CH:17][CH:18]=[CH:19]2, predict the reactants needed to synthesize it. The reactants are: [C:1]1([C:7]2[C:8]3[C:13]([CH:14]=[C:15]4[C:20]=2[CH:19]=[CH:18][CH:17]=[CH:16]4)=[CH:12][CH:11]=[CH:10][CH:9]=3)[CH:6]=[CH:5][CH:4]=[CH:3][CH:2]=1.[Br:21]Br.